The task is: Regression. Given two drug SMILES strings and cell line genomic features, predict the synergy score measuring deviation from expected non-interaction effect.. This data is from NCI-60 drug combinations with 297,098 pairs across 59 cell lines. (1) Drug 1: C1C(C(OC1N2C=NC3=C2NC=NCC3O)CO)O. Drug 2: C1C(C(OC1N2C=NC(=NC2=O)N)CO)O. Cell line: 786-0. Synergy scores: CSS=-0.679, Synergy_ZIP=0.752, Synergy_Bliss=0.766, Synergy_Loewe=-2.86, Synergy_HSA=-1.28. (2) Drug 1: CC1=C(C=C(C=C1)NC2=NC=CC(=N2)N(C)C3=CC4=NN(C(=C4C=C3)C)C)S(=O)(=O)N.Cl. Drug 2: CCCS(=O)(=O)NC1=C(C(=C(C=C1)F)C(=O)C2=CNC3=C2C=C(C=N3)C4=CC=C(C=C4)Cl)F. Cell line: NCI-H322M. Synergy scores: CSS=-2.93, Synergy_ZIP=4.01, Synergy_Bliss=10.4, Synergy_Loewe=4.96, Synergy_HSA=4.33. (3) Drug 1: CCC(=C(C1=CC=CC=C1)C2=CC=C(C=C2)OCCN(C)C)C3=CC=CC=C3.C(C(=O)O)C(CC(=O)O)(C(=O)O)O. Drug 2: C1CNP(=O)(OC1)N(CCCl)CCCl. Cell line: HCC-2998. Synergy scores: CSS=-1.50, Synergy_ZIP=1.73, Synergy_Bliss=1.46, Synergy_Loewe=-1.06, Synergy_HSA=-1.37. (4) Drug 1: CCCS(=O)(=O)NC1=C(C(=C(C=C1)F)C(=O)C2=CNC3=C2C=C(C=N3)C4=CC=C(C=C4)Cl)F. Drug 2: CCC1(CC2CC(C3=C(CCN(C2)C1)C4=CC=CC=C4N3)(C5=C(C=C6C(=C5)C78CCN9C7C(C=CC9)(C(C(C8N6C)(C(=O)OC)O)OC(=O)C)CC)OC)C(=O)OC)O.OS(=O)(=O)O. Cell line: UO-31. Synergy scores: CSS=31.3, Synergy_ZIP=5.97, Synergy_Bliss=10.5, Synergy_Loewe=11.6, Synergy_HSA=11.5. (5) Drug 1: C1C(C(OC1N2C=NC3=C(N=C(N=C32)Cl)N)CO)O. Drug 2: C1CN1C2=NC(=NC(=N2)N3CC3)N4CC4. Cell line: HOP-62. Synergy scores: CSS=40.5, Synergy_ZIP=-1.30, Synergy_Bliss=-2.35, Synergy_Loewe=-10.5, Synergy_HSA=-1.77. (6) Drug 1: CCC1(CC2CC(C3=C(CCN(C2)C1)C4=CC=CC=C4N3)(C5=C(C=C6C(=C5)C78CCN9C7C(C=CC9)(C(C(C8N6C=O)(C(=O)OC)O)OC(=O)C)CC)OC)C(=O)OC)O.OS(=O)(=O)O. Drug 2: CCN(CC)CCCC(C)NC1=C2C=C(C=CC2=NC3=C1C=CC(=C3)Cl)OC. Cell line: NCI-H522. Synergy scores: CSS=9.07, Synergy_ZIP=-7.07, Synergy_Bliss=-5.89, Synergy_Loewe=-8.71, Synergy_HSA=-6.11. (7) Cell line: M14. Drug 1: C1CCC(C1)C(CC#N)N2C=C(C=N2)C3=C4C=CNC4=NC=N3. Synergy scores: CSS=-11.8, Synergy_ZIP=4.43, Synergy_Bliss=2.79, Synergy_Loewe=-8.10, Synergy_HSA=-6.95. Drug 2: CC12CCC(CC1=CCC3C2CCC4(C3CC=C4C5=CN=CC=C5)C)O.